Task: Predict the reactants needed to synthesize the given product.. Dataset: Full USPTO retrosynthesis dataset with 1.9M reactions from patents (1976-2016) Given the product [C:1]([O:5][C:6](=[O:7])[NH:8][C@H:9]1[CH2:10][CH2:11][C@@H:12]([C:15](=[O:17])[NH:40][C:27]2[CH:28]=[C:29]([O:31][C:32]3[CH:37]=[CH:36][C:35]([C:38]#[N:39])=[CH:34][CH:33]=3)[CH:30]=[C:25]([O:24][C:23]3[CH:41]=[CH:42][C:20]([C:18]#[N:19])=[CH:21][CH:22]=3)[CH:26]=2)[CH2:13][CH2:14]1)([CH3:2])([CH3:3])[CH3:4], predict the reactants needed to synthesize it. The reactants are: [C:1]([O:5][C:6]([NH:8][C@@H:9]1[CH2:14][CH2:13][C@H:12]([C:15]([OH:17])=O)[CH2:11][CH2:10]1)=[O:7])([CH3:4])([CH3:3])[CH3:2].[C:18]([C:20]1[CH:42]=[CH:41][C:23]([O:24][C:25]2[CH:26]=[C:27]([NH2:40])[CH:28]=[C:29]([O:31][C:32]3[CH:37]=[CH:36][C:35]([C:38]#[N:39])=[CH:34][CH:33]=3)[CH:30]=2)=[CH:22][CH:21]=1)#[N:19].